This data is from Reaction yield outcomes from USPTO patents with 853,638 reactions. The task is: Predict the reaction yield, written as a fraction of the theoretical maximum amount of product (1.0 means a 100% yield; for example, 0.34 means a 34% yield). (1) The reactants are [OH:1][C:2]1[CH:26]=[CH:25][C:5]2[N:6]=[C:7]([C:9]([NH:11][CH:12]3[CH2:17][CH2:16][N:15]([C:18]([O:20][C:21]([CH3:24])([CH3:23])[CH3:22])=[O:19])[CH2:14][CH2:13]3)=[O:10])[O:8][C:4]=2[CH:3]=1.N(C(OC(C)C)=O)=NC(OC(C)C)=O.[F:41][C:42]([F:57])([F:56])[C:43]1[CH:48]=[CH:47][C:46]([N:49]2[CH2:54][CH2:53][CH:52](O)[CH2:51][CH2:50]2)=[CH:45][CH:44]=1.C1(P(C2C=CC=CC=2)C2C=CC=CC=2)C=CC=CC=1. The catalyst is C1(C)C=CC=CC=1. The product is [F:57][C:42]([F:41])([F:56])[C:43]1[CH:44]=[CH:45][C:46]([N:49]2[CH2:54][CH2:53][CH:52]([O:1][C:2]3[CH:26]=[CH:25][C:5]4[N:6]=[C:7]([C:9]([NH:11][CH:12]5[CH2:13][CH2:14][N:15]([C:18]([O:20][C:21]([CH3:22])([CH3:23])[CH3:24])=[O:19])[CH2:16][CH2:17]5)=[O:10])[O:8][C:4]=4[CH:3]=3)[CH2:51][CH2:50]2)=[CH:47][CH:48]=1. The yield is 0.660. (2) The yield is 0.492. The reactants are [CH3:1][C:2]1[S:3][C:4]2[CH:10]=[CH:9][C:8]([C:11]([OH:13])=O)=[CH:7][C:5]=2[N:6]=1.[F:14][C:15]([F:25])([F:24])[C:16]1[CH:23]=[CH:22][C:19]([CH2:20][NH2:21])=[CH:18][CH:17]=1.C(Cl)CCl. The catalyst is CN(C1C=CN=CC=1)C.C(Cl)Cl.CN(C=O)C. The product is [CH3:1][C:2]1[S:3][C:4]2[CH:10]=[CH:9][C:8]([C:11]([NH:21][CH2:20][C:19]3[CH:18]=[CH:17][C:16]([C:15]([F:14])([F:24])[F:25])=[CH:23][CH:22]=3)=[O:13])=[CH:7][C:5]=2[N:6]=1. (3) The reactants are Br.[Br:2][CH2:3][CH2:4][NH2:5].CCN(CC)CC.[CH3:13][C:14]([O:17][C:18](O[C:18]([O:17][C:14]([CH3:16])([CH3:15])[CH3:13])=[O:19])=[O:19])([CH3:16])[CH3:15]. The catalyst is C(Cl)Cl. The product is [Br:2][CH2:3][CH2:4][NH:5][C:18](=[O:19])[O:17][C:14]([CH3:16])([CH3:15])[CH3:13]. The yield is 0.641. (4) The yield is 0.450. The product is [C:26]([NH:1][C:2]1[CH:7]=[CH:6][C:5]([N+:8]([O-:10])=[O:9])=[CH:4][C:3]=1[C:11]#[C:12][C:13]([CH3:19])([CH3:18])[C:14]([O:16][CH3:17])=[O:15])(=[O:30])[CH2:27][CH2:28][CH3:29]. The reactants are [NH2:1][C:2]1[CH:7]=[CH:6][C:5]([N+:8]([O-:10])=[O:9])=[CH:4][C:3]=1[C:11]#[C:12][C:13]([CH3:19])([CH3:18])[C:14]([O:16][CH3:17])=[O:15].N1C=CC=CC=1.[C:26](Cl)(=[O:30])[CH2:27][CH2:28][CH3:29]. The catalyst is C(Cl)Cl.